The task is: Predict the reaction yield, written as a fraction of the theoretical maximum amount of product (1.0 means a 100% yield; for example, 0.34 means a 34% yield).. This data is from Reaction yield outcomes from USPTO patents with 853,638 reactions. The reactants are Cl[C:2]1[CH:7]=[N:6][CH:5]=[C:4]([Cl:8])[N:3]=1.[OH:9][C:10]1[CH:11]=[C:12]2[C:17](=[CH:18][CH:19]=1)[N:16]=[CH:15][CH:14]=[CH:13]2. The catalyst is CCOC(C)=O.C1CCCCC1. The product is [Cl:8][C:4]1[CH:5]=[N:6][CH:7]=[C:2]([O:9][C:10]2[CH:11]=[C:12]3[C:17](=[CH:18][CH:19]=2)[N:16]=[CH:15][CH:14]=[CH:13]3)[N:3]=1. The yield is 0.750.